This data is from Full USPTO retrosynthesis dataset with 1.9M reactions from patents (1976-2016). The task is: Predict the reactants needed to synthesize the given product. (1) The reactants are: [Mg].[Cl:2][C:3]1[CH:10]=[CH:9][C:6]([CH2:7]Cl)=[CH:5][CH:4]=1.[Cl:11][C:12]1[CH:19]=[C:18]([Cl:20])[CH:17]=[CH:16][C:13]=1[CH:14]=[O:15].[NH4+].[Cl-].Cl. Given the product [Cl:2][C:3]1[CH:10]=[CH:9][C:6]([CH2:7][CH:14]([C:13]2[CH:16]=[CH:17][C:18]([Cl:20])=[CH:19][C:12]=2[Cl:11])[OH:15])=[CH:5][CH:4]=1, predict the reactants needed to synthesize it. (2) Given the product [NH2:20][C:18]1[N:19]=[CH:4][C:3]2[C:2](=[C:9]([N+:10]([O-:12])=[O:11])[CH:8]=[CH:7][CH:6]=2)[N:17]=1, predict the reactants needed to synthesize it. The reactants are: Cl[C:2]1[C:9]([N+:10]([O-:12])=[O:11])=[CH:8][CH:7]=[CH:6][C:3]=1[CH:4]=O.C(=O)(O)O.[NH2:17][C:18]([NH2:20])=[NH:19].O. (3) Given the product [C:1]([O:5][C:6](=[O:26])[N:7]([C:9]1[CH:14]=[CH:13][N:12]2[CH:15]=[C:16]([C:18]3[CH:19]=[CH:20][C:21]([CH2:24][O:25][CH3:27])=[CH:22][CH:23]=3)[N:17]=[C:11]2[N:10]=1)[CH3:8])([CH3:4])([CH3:2])[CH3:3], predict the reactants needed to synthesize it. The reactants are: [C:1]([O:5][C:6](=[O:26])[N:7]([C:9]1[CH:14]=[CH:13][N:12]2[CH:15]=[C:16]([C:18]3[CH:23]=[CH:22][C:21]([CH2:24][OH:25])=[CH:20][CH:19]=3)[N:17]=[C:11]2[N:10]=1)[CH3:8])([CH3:4])([CH3:3])[CH3:2].[C:27]([O-])([O-])=O.[K+].[K+].CI. (4) Given the product [OH:11][C:5]1[CH:4]=[CH:3][C:2]([C:17]2[CH:18]=[CH:19][C:14]([C:13]([F:24])([F:23])[F:12])=[CH:15][CH:16]=2)=[CH:10][C:6]=1[C:7]([OH:9])=[O:8], predict the reactants needed to synthesize it. The reactants are: Br[C:2]1[CH:3]=[CH:4][C:5]([OH:11])=[C:6]([CH:10]=1)[C:7]([OH:9])=[O:8].[F:12][C:13]([F:24])([F:23])[C:14]1[CH:19]=[CH:18][C:17](B(O)O)=[CH:16][CH:15]=1.